This data is from Reaction yield outcomes from USPTO patents with 853,638 reactions. The task is: Predict the reaction yield, written as a fraction of the theoretical maximum amount of product (1.0 means a 100% yield; for example, 0.34 means a 34% yield). (1) The reactants are [CH:1]1([C:4]2[CH:17]=[CH:16][C:7]([O:8][C:9](=[CH:14][CH3:15])[C:10]([O:12]C)=[O:11])=[CH:6][CH:5]=2)[CH2:3][CH2:2]1.C1COCC1.O.[OH-].[Li+]. The catalyst is O. The product is [CH:1]1([C:4]2[CH:17]=[CH:16][C:7]([O:8][C:9](=[CH:14][CH3:15])[C:10]([OH:12])=[O:11])=[CH:6][CH:5]=2)[CH2:3][CH2:2]1. The yield is 0.632. (2) The reactants are [C:1]([C:4]1[NH:8][C:7]2[C:9]([Cl:13])=[C:10]([Cl:12])[S:11][C:6]=2[CH:5]=1)([OH:3])=O.C1C=CC2N(O)N=NC=2C=1.CCN(C(C)C)C(C)C.[NH2:33][CH:34]1[CH2:43][CH2:42][C:41]2[C:36](=[CH:37][CH:38]=[CH:39][CH:40]=2)[CH:35]1[OH:44].CCN=C=NCCCN(C)C. The catalyst is C(Cl)Cl. The product is [Cl:12][C:10]1[S:11][C:6]2[CH:5]=[C:4]([C:1](=[O:3])[NH:33][CH:34]3[CH2:43][CH2:42][C:41]4[C:36](=[CH:37][CH:38]=[CH:39][CH:40]=4)[CH:35]3[OH:44])[NH:8][C:7]=2[C:9]=1[Cl:13]. The yield is 0.140. (3) The reactants are [C:1]([C:3]1[CH:8]=[CH:7][C:6]([C:9]2([O:12][CH:13]([CH3:15])[CH3:14])[CH2:11][CH2:10]2)=[CH:5][C:4]=1C)#[CH:2].[CH2:17]([O:19][C:20](=[O:28])[C:21]1[CH:26]=[CH:25][C:24](I)=[CH:23][CH:22]=1)[CH3:18].[CH2:29](N(CC)CC)C. The catalyst is [Cu]I.Cl[Pd](Cl)([P](C1C=CC=CC=1)(C1C=CC=CC=1)C1C=CC=CC=1)[P](C1C=CC=CC=1)(C1C=CC=CC=1)C1C=CC=CC=1. The product is [CH:13]([O:12][C:9]1([C:6]2[CH:5]=[CH:4][C:3]([C:1]#[C:2][C:24]3[CH:25]=[CH:26][C:21]([C:20]([O:19][CH2:17][CH3:18])=[O:28])=[CH:22][CH:23]=3)=[CH:8][C:7]=2[CH3:29])[CH2:10][CH2:11]1)([CH3:14])[CH3:15]. The yield is 0.560. (4) The reactants are Cl.O1CCOCC1.[Cl:8][C:9]1[C:18]2[C:13](=[CH:14][C:15]([O:19][CH2:20][CH2:21][CH2:22][Cl:23])=[CH:16][CH:17]=2)[N:12]=[CH:11][N:10]=1.[NH2:24][C:25]1[CH:29]=[CH:28][N:27]([CH2:30][C:31]([NH:33][C:34]2[CH:39]=[CH:38][CH:37]=[C:36]([F:40])[CH:35]=2)=[O:32])[N:26]=1. The catalyst is CC(N(C)C)=O.C(OCC)C. The product is [ClH:8].[Cl:23][CH2:22][CH2:21][CH2:20][O:19][C:15]1[CH:14]=[C:13]2[C:18]([C:9]([NH:24][C:25]3[CH:29]=[CH:28][N:27]([CH2:30][C:31]([NH:33][C:34]4[CH:39]=[CH:38][CH:37]=[C:36]([F:40])[CH:35]=4)=[O:32])[N:26]=3)=[N:10][CH:11]=[N:12]2)=[CH:17][CH:16]=1. The yield is 0.990. (5) The reactants are [F:1][C:2]1[CH:47]=[CH:46][CH:45]=[C:44]([F:48])[C:3]=1[CH2:4][N:5]1[C:10]2[S:11][C:12]([C:24]3[CH:29]=[CH:28][C:27]([NH:30][C:31]([NH:33][O:34][CH3:35])=[O:32])=[CH:26][CH:25]=3)=[C:13]([CH2:14][N:15]([CH3:23])[CH2:16][C:17]3[CH:22]=[CH:21][CH:20]=[CH:19][N:18]=3)[C:9]=2[C:8](=[O:36])[N:7]([CH2:37][CH2:38][C:39](OC)=O)[C:6]1=[O:43].NC(CC)[CH2:51][CH2:52][CH2:53][OH:54]. No catalyst specified. The product is [F:1][C:2]1[CH:47]=[CH:46][CH:45]=[C:44]([F:48])[C:3]=1[CH2:4][N:5]1[C:10]2[S:11][C:12]([C:24]3[CH:25]=[CH:26][C:27]([NH:30][C:31]([NH:33][O:34][CH3:35])=[O:32])=[CH:28][CH:29]=3)=[C:13]([CH2:14][N:15]([CH3:23])[CH2:16][C:17]3[CH:22]=[CH:21][CH:20]=[CH:19][N:18]=3)[C:9]=2[C:8](=[O:36])[N:7]([CH:37]2[CH2:38][CH2:39][CH:53]([OH:54])[CH2:52][CH2:51]2)[C:6]1=[O:43]. The yield is 0.450. (6) The reactants are [N:1]1[CH:6]=[CH:5][C:4]([N:7]2[CH2:12][CH2:11][NH:10][CH2:9][CH2:8]2)=[CH:3][CH:2]=1.Br[CH2:14][CH2:15][N:16]1[C:20](=[O:21])[C:19]2=[CH:22][CH:23]=[CH:24][CH:25]=[C:18]2[C:17]1=[O:26].C(=O)([O-])[O-].[K+].[K+].[I-].[K+]. The catalyst is CN(C)C=O. The product is [N:1]1[CH:6]=[CH:5][C:4]([N:7]2[CH2:8][CH2:9][N:10]([CH2:14][CH2:15][N:16]3[C:17](=[O:26])[C:18]4[C:19](=[CH:22][CH:23]=[CH:24][CH:25]=4)[C:20]3=[O:21])[CH2:11][CH2:12]2)=[CH:3][CH:2]=1. The yield is 0.740.